From a dataset of Reaction yield outcomes from USPTO patents with 853,638 reactions. Predict the reaction yield, written as a fraction of the theoretical maximum amount of product (1.0 means a 100% yield; for example, 0.34 means a 34% yield). (1) The reactants are [Br:1][CH2:2][C@@:3]([OH:8])([CH3:7])[C:4](O)=[O:5].O=S(Cl)Cl.[CH3:13][O:14][C:15]1[CH:20]=[CH:19][C:18]([NH2:21])=[CH:17][CH:16]=1.C(N(CC)CC)C. The catalyst is C1COCC1.C(OCC)(=O)C.O. The product is [Br:1][CH2:2][C@@:3]([OH:8])([CH3:7])[C:4]([NH:21][C:18]1[CH:19]=[CH:20][C:15]([O:14][CH3:13])=[CH:16][CH:17]=1)=[O:5]. The yield is 0.632. (2) The reactants are CC([O-])(C)C.[K+].CC1C=CC(S([CH2:17][N+:18]#[C-])(=O)=O)=CC=1.[Cl:20][C:21]1[CH:22]=[C:23]([CH:26]=[CH:27][C:28]=1[O:29][CH3:30])[CH:24]=O.CO. The catalyst is C1COCC1.O. The product is [Cl:20][C:21]1[CH:22]=[C:23]([CH2:24][C:17]#[N:18])[CH:26]=[CH:27][C:28]=1[O:29][CH3:30]. The yield is 0.830. (3) The product is [NH2:12][C:9]1[CH:8]=[CH:7][C:6]([C:2]([CH3:5])([CH3:1])[C:3]#[N:4])=[CH:11][CH:10]=1. The catalyst is CO.[Pd]. The reactants are [CH3:1][C:2]([C:6]1[CH:11]=[CH:10][C:9]([N+:12]([O-])=O)=[CH:8][CH:7]=1)([CH3:5])[C:3]#[N:4]. The yield is 0.800. (4) The reactants are C1(N2CCN(C3C(N)=CC=CN=3)CC2)CCCC1.[CH:19]1([N:24]2[CH2:29][CH2:28][N:27]([C:30]3[CH:35]=[CH:34][C:33]([N+:36]([O-])=O)=[CH:32][N:31]=3)[CH2:26][CH2:25]2)[CH2:23][CH2:22][CH2:21][CH2:20]1. No catalyst specified. The product is [CH:19]1([N:24]2[CH2:25][CH2:26][N:27]([C:30]3[N:31]=[CH:32][C:33]([NH2:36])=[CH:34][CH:35]=3)[CH2:28][CH2:29]2)[CH2:20][CH2:21][CH2:22][CH2:23]1. The yield is 0.980. (5) The reactants are [H-].[Na+].[CH:3]1([SH:9])[CH2:8][CH2:7][CH2:6][CH2:5][CH2:4]1.Cl[C:11]1[N:18]=[C:17]([C:19]([F:22])([F:21])[F:20])[CH:16]=[CH:15][C:12]=1[C:13]#[N:14].[NH4+].[Cl-]. The catalyst is CN(C=O)C.O. The product is [CH:3]1([S:9][C:11]2[N:18]=[C:17]([C:19]([F:22])([F:20])[F:21])[CH:16]=[CH:15][C:12]=2[C:13]#[N:14])[CH2:8][CH2:7][CH2:6][CH2:5][CH2:4]1. The yield is 0.938. (6) The reactants are [Cl:1][C:2]1[C:3]([N+:9]([O-])=O)=[C:4]([NH2:8])[CH:5]=[CH:6][CH:7]=1.[NH4+].[Cl-].CC(C)=O. The catalyst is [Zn].O. The product is [Cl:1][C:2]1[CH:7]=[CH:6][CH:5]=[C:4]([NH2:8])[C:3]=1[NH2:9]. The yield is 0.700. (7) The catalyst is C1COCC1. The product is [F:1][CH2:2][C:3]([C:7]1[CH:11]=[C:10]([NH:12][C:13]([NH:46][C:45]2[CH:47]=[CH:48][CH:49]=[C:43]([S:42][C:33]3[C:32]4[C:37](=[CH:38][C:39]([O:40][CH3:41])=[C:30]([O:29][CH3:28])[CH:31]=4)[N:36]=[CH:35][N:34]=3)[CH:44]=2)=[O:21])[N:9]([C:22]2[CH:27]=[CH:26][CH:25]=[CH:24][CH:23]=2)[N:8]=1)([CH3:6])[CH2:4][F:5]. The reactants are [F:1][CH2:2][C:3]([C:7]1[CH:11]=[C:10]([NH:12][C:13](=[O:21])OC2C=CC=CC=2)[N:9]([C:22]2[CH:27]=[CH:26][CH:25]=[CH:24][CH:23]=2)[N:8]=1)([CH3:6])[CH2:4][F:5].[CH3:28][O:29][C:30]1[CH:31]=[C:32]2[C:37](=[CH:38][C:39]=1[O:40][CH3:41])[N:36]=[CH:35][N:34]=[C:33]2[S:42][C:43]1[CH:44]=[C:45]([CH:47]=[CH:48][CH:49]=1)[NH2:46].C(N(CC)C(C)C)(C)C. The yield is 0.400.